From a dataset of Experimentally validated miRNA-target interactions with 360,000+ pairs, plus equal number of negative samples. Binary Classification. Given a miRNA mature sequence and a target amino acid sequence, predict their likelihood of interaction. (1) The miRNA is hsa-miR-1260a with sequence AUCCCACCUCUGCCACCA. The protein sequence of the target gene is MSRGPSSAVLPSALGSRKLGPRSLSCLSDLDGGVALEPRACRPPGSPGRAPPPTPAPSGCDPRLRPIILRRARSLPSSPERRQKAAGAPGAACRPGCSQKLRVRFADALGLELAQVKVFNAGDDPSVPLHVLSRLAINSDLCCSSQDLEFTLHCLVPDFPPPVEAADFGERLQRQLVCLERVTCSDLGISGTVRVCNVAFEKQVAVRYTFSGWRSTHEAVARWRGPAGPEGTEDVFTFGFPVPPFLLELGSRVHFAVRYQVAGAEYWDNNDHRDYSLTCRNHALHMPRGECEESWIHFI. Result: 1 (interaction). (2) The miRNA is hsa-miR-4272 with sequence CAUUCAACUAGUGAUUGU. The protein sequence of the target gene is MERVTLALLLLAGLTALEANDPFANKDDPFYYDWKNLQLSGLICGGLLAIAGIAAVLSGKCKCKSSQKQHSPVPEKAIPLITPGSATTC. Result: 0 (no interaction).